This data is from Forward reaction prediction with 1.9M reactions from USPTO patents (1976-2016). The task is: Predict the product of the given reaction. Given the reactants [CH3:1][O:2][C:3]1[CH:30]=[CH:29][C:6]([CH2:7][O:8][C:9]2[CH:27]=[CH:26][C:12]([CH2:13][N:14]([CH3:25])[S:15]([C:18]3[CH:23]=[CH:22][C:21]([F:24])=[CH:20][CH:19]=3)(=[O:17])=[O:16])=[CH:11][C:10]=2Br)=[CH:5][CH:4]=1.[F:31][C:32]([F:43])([F:42])[C:33]1[CH:34]=[C:35](B(O)O)[CH:36]=[CH:37][CH:38]=1.C(=O)([O-])[O-].[Na+].[Na+], predict the reaction product. The product is: [CH3:1][O:2][C:3]1[CH:30]=[CH:29][C:6]([CH2:7][O:8][C:9]2[CH:27]=[CH:26][C:12]([CH2:13][N:14]([CH3:25])[S:15]([C:18]3[CH:23]=[CH:22][C:21]([F:24])=[CH:20][CH:19]=3)(=[O:17])=[O:16])=[CH:11][C:10]=2[C:37]2[CH:36]=[CH:35][CH:34]=[C:33]([C:32]([F:43])([F:42])[F:31])[CH:38]=2)=[CH:5][CH:4]=1.